Predict the reactants needed to synthesize the given product. From a dataset of Full USPTO retrosynthesis dataset with 1.9M reactions from patents (1976-2016). (1) Given the product [Br:10][C:11]1[C:12]2[N:13]([N:19]=[C:20]([C:22]([F:25])([F:24])[F:23])[CH:21]=2)[C:14]([NH2:9])=[CH:15][CH:16]=1, predict the reactants needed to synthesize it. The reactants are: CC(C)([O-])C.[K+].C([NH2:9])=O.[Br:10][C:11]1[C:12]2[N:13]([N:19]=[C:20]([C:22]([F:25])([F:24])[F:23])[CH:21]=2)[C:14](OC)=[CH:15][CH:16]=1.[Cl-].[NH4+]. (2) Given the product [C:16]([Si:20]([CH3:35])([CH3:34])[O:21][CH2:22][CH:23]([CH3:33])[O:24][C:25]1[CH:32]=[CH:31][CH:30]=[CH:29][C:26]=1[C:27]([OH:6])=[O:28])([CH3:18])([CH3:19])[CH3:17], predict the reactants needed to synthesize it. The reactants are: Cl([O-])=O.[Na+].P([O-])(O)(O)=[O:6].[Na+].CC(=CC)C.[C:16]([Si:20]([CH3:35])([CH3:34])[O:21][CH2:22][CH:23]([CH3:33])[O:24][C:25]1[CH:32]=[CH:31][CH:30]=[CH:29][C:26]=1[CH:27]=[O:28])([CH3:19])([CH3:18])[CH3:17]. (3) Given the product [CH3:22][O:21][C:17]1[CH:16]=[C:15]([C:8]2[N:9]=[C:10]3[N:14]([C:7]=2[C:5]2[CH:4]=[CH:3][N:27]=[C:26]([NH:29][C@@H:30]4[CH2:35][CH2:34][CH2:33][N:32]([C:36]([O:38][C:39]([CH3:42])([CH3:41])[CH3:40])=[O:37])[CH2:31]4)[N:25]=2)[CH:13]=[CH:12][S:11]3)[CH:20]=[CH:19][CH:18]=1, predict the reactants needed to synthesize it. The reactants are: CN(C)[CH:3]=[CH:4][C:5]([C:7]1[N:14]2[C:10]([S:11][CH:12]=[CH:13]2)=[N:9][C:8]=1[C:15]1[CH:20]=[CH:19][CH:18]=[C:17]([O:21][CH3:22])[CH:16]=1)=O.Cl.[NH2:25]/[C:26](/[NH:29][C@@H:30]1[CH2:35][CH2:34][CH2:33][N:32]([C:36]([O:38][C:39]([CH3:42])([CH3:41])[CH3:40])=[O:37])[CH2:31]1)=[N:27]/[H].[O-]CC.[Na+]. (4) The reactants are: [OH:1][C:2]1[CH:9]=[CH:8][C:5]([CH:6]=[O:7])=[CH:4][CH:3]=1.F[C:11]1[C:20]2[C:15](=[CH:16][CH:17]=[CH:18][CH:19]=2)[C:14]([C:21]#[N:22])=[CH:13][CH:12]=1.C(=O)([O-])[O-].[Cs+].[Cs+].O. Given the product [CH:6]([C:5]1[CH:8]=[CH:9][C:2]([O:1][C:11]2[C:20]3[C:15](=[CH:16][CH:17]=[CH:18][CH:19]=3)[C:14]([C:21]#[N:22])=[CH:13][CH:12]=2)=[CH:3][CH:4]=1)=[O:7], predict the reactants needed to synthesize it. (5) Given the product [CH3:1][C:2]1[CH:7]=[C:6]([C:8]2[S:9][C:10]3[CH:18]=[CH:17][CH:16]=[CH:15][C:11]=3[C:12](=[O:14])[N:13]=2)[N:5]=[C:4]([CH2:19][CH2:20][C:21]([OH:23])=[O:22])[CH:3]=1, predict the reactants needed to synthesize it. The reactants are: [CH3:1][C:2]1[CH:7]=[C:6]([C:8]2[S:9][C:10]3[CH:18]=[CH:17][CH:16]=[CH:15][C:11]=3[C:12](=[O:14])[N:13]=2)[N:5]=[C:4]([CH2:19][CH2:20][C:21]([O:23]C(C)(C)C)=[O:22])[CH:3]=1. (6) Given the product [CH:6]1([CH2:9][O:10][C:11]2[CH:12]=[CH:13][C:14]([N:17]3[C:22](=[O:23])[C:21]4[NH:24][CH:25]=[CH:26][C:20]=4[N:19]=[C:18]3[S:27][CH2:29][CH2:30][OH:31])=[CH:15][CH:16]=2)[CH2:7][CH2:8]1, predict the reactants needed to synthesize it. The reactants are: C(=O)([O-])O.[Na+].[CH:6]1([CH2:9][O:10][C:11]2[CH:16]=[CH:15][C:14]([N:17]3[C:22](=[O:23])[C:21]4[NH:24][CH:25]=[CH:26][C:20]=4[NH:19][C:18]3=[S:27])=[CH:13][CH:12]=2)[CH2:8][CH2:7]1.Br[CH2:29][CH2:30][OH:31].[I-].[Na+]. (7) Given the product [ClH:43].[OH:34][NH:33][C:28](=[O:30])/[CH:27]=[CH:26]/[C:23]1[CH:22]=[CH:21][C:20](/[CH:19]=[CH:18]/[C:17]([C:14]2[CH:13]=[CH:12][C:11]([N:8]3[CH2:9][CH2:10][N:5]([CH2:1][CH:2]([CH3:3])[CH3:4])[CH2:6][CH2:7]3)=[CH:16][CH:15]=2)=[O:31])=[CH:25][CH:24]=1, predict the reactants needed to synthesize it. The reactants are: [CH2:1]([N:5]1[CH2:10][CH2:9][N:8]([C:11]2[CH:16]=[CH:15][C:14]([C:17](=[O:31])/[CH:18]=[CH:19]/[C:20]3[CH:25]=[CH:24][C:23](/[CH:26]=[CH:27]/[C:28]([OH:30])=O)=[CH:22][CH:21]=3)=[CH:13][CH:12]=2)[CH2:7][CH2:6]1)[CH:2]([CH3:4])[CH3:3].[K].[NH2:33][O:34]C1CCCCO1.C(Cl)C[Cl:43].C1C=CC2N(O)N=NC=2C=1. (8) The reactants are: [Cl:1][C:2]1[CH:24]=[CH:23][C:5]([O:6][C:7]2[CH:12]=[CH:11][C:10]([C:13]3([CH:16]4[CH2:18][CH2:17]4)[CH2:15][O:14]3)=[C:9]([C:19]([F:22])([F:21])[F:20])[CH:8]=2)=[CH:4][CH:3]=1.[OH-].[Na+].[NH:27]1[CH:31]=[N:30][CH:29]=[N:28]1.[Cl-].[NH4+]. Given the product [Cl:1][C:2]1[CH:24]=[CH:23][C:5]([O:6][C:7]2[CH:12]=[CH:11][C:10]([C:13]([CH:16]3[CH2:18][CH2:17]3)([OH:14])[CH2:15][N:27]3[CH:31]=[N:30][CH:29]=[N:28]3)=[C:9]([C:19]([F:22])([F:21])[F:20])[CH:8]=2)=[CH:4][CH:3]=1, predict the reactants needed to synthesize it.